Task: Predict the reactants needed to synthesize the given product.. Dataset: Full USPTO retrosynthesis dataset with 1.9M reactions from patents (1976-2016) (1) Given the product [N:23]1([C:2]2[C:3]([C:16]3[CH:21]=[CH:20][C:19]([F:22])=[CH:18][CH:17]=3)=[N:4][C:5]3[C:10]([N:11]=2)=[CH:9][C:8]([C:12]([O:14][CH2:15][CH2:30][CH2:31][CH3:32])=[O:13])=[CH:7][CH:6]=3)[CH2:29][CH2:28][CH2:27][CH2:26][CH2:25][CH2:24]1, predict the reactants needed to synthesize it. The reactants are: Cl[C:2]1[C:3]([C:16]2[CH:21]=[CH:20][C:19]([F:22])=[CH:18][CH:17]=2)=[N:4][C:5]2[C:10]([N:11]=1)=[CH:9][C:8]([C:12]([O:14][CH3:15])=[O:13])=[CH:7][CH:6]=2.[NH:23]1[CH2:29][CH2:28][CH2:27][CH2:26][CH2:25][CH2:24]1.[CH2:30](O)[CH2:31][CH2:32]C. (2) Given the product [Br:1][C:2]1[N:3]=[C:4]([CH:7]2[O:11][CH2:10][CH2:9][O:8]2)[S:5][CH:6]=1, predict the reactants needed to synthesize it. The reactants are: [Br:1][C:2]1[N:3]=[C:4]([CH:7]=[O:8])[S:5][CH:6]=1.[CH2:9](O)[CH2:10][OH:11].